This data is from Reaction yield outcomes from USPTO patents with 853,638 reactions. The task is: Predict the reaction yield, written as a fraction of the theoretical maximum amount of product (1.0 means a 100% yield; for example, 0.34 means a 34% yield). (1) The reactants are C(Cl)(=O)C(Cl)=O.[O:7]=[C:8]([C:12]1[S:13][CH:14]=[CH:15][CH:16]=1)[C:9]([OH:11])=[O:10].[N:17]12[CH2:24][CH2:23][CH:20]([CH2:21][CH2:22]1)[C@@H:19](O)[CH2:18]2. The catalyst is CN(C)C=O.C(Cl)(Cl)Cl. The product is [N:17]12[CH2:24][CH2:23][CH:20]([CH2:21][CH2:22]1)[C@@H:19]([O:10][C:9](=[O:11])[C:8](=[O:7])[C:12]1[S:13][CH:14]=[CH:15][CH:16]=1)[CH2:18]2. The yield is 0.926. (2) The reactants are [Cl-].O[NH3+:3].[C:4](=[O:7])([O-])[OH:5].[Na+].CS(C)=O.[CH2:13]([C:17]1[N:18]=[C:19]([CH3:42])[N:20]([CH:39]([CH3:41])[CH3:40])[C:21](=[O:38])[C:22]=1[CH2:23][C:24]1[CH:29]=[CH:28][C:27]([C:30]2[C:31]([C:36]#[N:37])=[CH:32][CH:33]=[CH:34][CH:35]=2)=[CH:26][CH:25]=1)[CH2:14][CH2:15][CH3:16]. The catalyst is O.C(OCC)(=O)C. The product is [CH2:13]([C:17]1[N:18]=[C:19]([CH3:42])[N:20]([CH:39]([CH3:41])[CH3:40])[C:21](=[O:38])[C:22]=1[CH2:23][C:24]1[CH:29]=[CH:28][C:27]([C:30]2[CH:35]=[CH:34][CH:33]=[CH:32][C:31]=2[C:36]2[NH:3][C:4](=[O:7])[O:5][N:37]=2)=[CH:26][CH:25]=1)[CH2:14][CH2:15][CH3:16]. The yield is 0.530.